Task: Predict the product of the given reaction.. Dataset: Forward reaction prediction with 1.9M reactions from USPTO patents (1976-2016) Given the reactants [CH2:1]([O:8][C:9]1[CH:14]=[CH:13][C:12]([C:15]2[N:19]([CH:20]3[CH2:25][CH2:24][CH2:23][CH2:22][CH2:21]3)[N:18]=[C:17]([C:26]#[C:27][C:28]([O:30]CC)=[O:29])[CH:16]=2)=[CH:11][CH:10]=1)[C:2]1[CH:7]=[CH:6][CH:5]=[CH:4][CH:3]=1.[Li+].[OH-], predict the reaction product. The product is: [CH2:1]([O:8][C:9]1[CH:10]=[CH:11][C:12]([C:15]2[N:19]([CH:20]3[CH2:25][CH2:24][CH2:23][CH2:22][CH2:21]3)[N:18]=[C:17]([C:26]#[C:27][C:28]([OH:30])=[O:29])[CH:16]=2)=[CH:13][CH:14]=1)[C:2]1[CH:3]=[CH:4][CH:5]=[CH:6][CH:7]=1.